This data is from Reaction yield outcomes from USPTO patents with 853,638 reactions. The task is: Predict the reaction yield, written as a fraction of the theoretical maximum amount of product (1.0 means a 100% yield; for example, 0.34 means a 34% yield). (1) The reactants are [BH4-].[Na+].O.[CH2:4]([O:6][C:7]([C@@H:9]1[CH2:11][C@H:10]1[CH:12]([NH:23][C:24]([O:26][C:27]([CH3:30])([CH3:29])[CH3:28])=[O:25])S(C1C=CC(C)=CC=1)(=O)=O)=[O:8])[CH3:5]. The catalyst is O1CCCC1. The product is [CH2:4]([O:6][C:7]([C@@H:9]1[CH2:11][C@H:10]1[CH2:12][NH:23][C:24]([O:26][C:27]([CH3:28])([CH3:30])[CH3:29])=[O:25])=[O:8])[CH3:5]. The yield is 0.921. (2) The reactants are C([N:8]1[CH2:31][CH:30]([C:32]([OH:35])([CH3:34])[CH3:33])[O:29][C:10]2([CH2:15][CH2:14][N:13]([C:16]([C:18]3[CH:23]=[CH:22][C:21]([O:24][CH:25]([CH3:27])[CH3:26])=[C:20]([CH3:28])[CH:19]=3)=[O:17])[CH2:12][CH2:11]2)[CH2:9]1)C1C=CC=CC=1.C([O-])=O.[NH4+]. The catalyst is C(O)C.[Pd]. The product is [OH:35][C:32]([CH:30]1[CH2:31][NH:8][CH2:9][C:10]2([CH2:15][CH2:14][N:13]([C:16]([C:18]3[CH:23]=[CH:22][C:21]([O:24][CH:25]([CH3:26])[CH3:27])=[C:20]([CH3:28])[CH:19]=3)=[O:17])[CH2:12][CH2:11]2)[O:29]1)([CH3:34])[CH3:33]. The yield is 0.940.